Dataset: Forward reaction prediction with 1.9M reactions from USPTO patents (1976-2016). Task: Predict the product of the given reaction. (1) Given the reactants [Br:1][C:2]1[CH:26]=[N:25][C:5]2=[N:6][C:7]([NH:12][CH2:13][CH:14]3[CH2:17][N:16]([C:18]([O:20][C:21]([CH3:24])([CH3:23])[CH3:22])=[O:19])[CH2:15]3)=[C:8]([NH:10][NH2:11])[N:9]=[C:4]2[CH:3]=1.[CH:27](OC)(OC)OC, predict the reaction product. The product is: [Br:1][C:2]1[CH:26]=[N:25][C:5]2[N:6]=[C:7]([NH:12][CH2:13][CH:14]3[CH2:15][N:16]([C:18]([O:20][C:21]([CH3:22])([CH3:23])[CH3:24])=[O:19])[CH2:17]3)[C:8]3[N:9]([CH:27]=[N:11][N:10]=3)[C:4]=2[CH:3]=1. (2) Given the reactants [C:1]([CH2:3][C:4]1([CH3:17])[CH2:9][CH2:8][N:7]([C:10]([O:12][C:13]([CH3:16])([CH3:15])[CH3:14])=[O:11])[CH2:6][CH2:5]1)#[N:2], predict the reaction product. The product is: [NH2:2][CH2:1][CH2:3][C:4]1([CH3:17])[CH2:5][CH2:6][N:7]([C:10]([O:12][C:13]([CH3:16])([CH3:15])[CH3:14])=[O:11])[CH2:8][CH2:9]1. (3) The product is: [Si:1]([O:8][CH:9]([CH2:27][OH:28])[CH:10]([NH:19][C:20](=[O:26])[O:21][C:22]([CH3:25])([CH3:24])[CH3:23])[C@H:11]([F:18])[C:12]1[CH:17]=[CH:16][CH:15]=[CH:14][CH:13]=1)([C:4]([CH3:7])([CH3:6])[CH3:5])([CH3:3])[CH3:2]. Given the reactants [Si:1]([O:8][CH:9]([CH2:27][O:28][Si](C(C)(C)C)(C)C)[CH:10]([NH:19][C:20](=[O:26])[O:21][C:22]([CH3:25])([CH3:24])[CH3:23])[C@H:11]([F:18])[C:12]1[CH:17]=[CH:16][CH:15]=[CH:14][CH:13]=1)([C:4]([CH3:7])([CH3:6])[CH3:5])([CH3:3])[CH3:2].C1COCC1, predict the reaction product. (4) Given the reactants [NH2:1][C:2]1[CH:43]=[CH:42][C:5]([C:6]([NH:8][C@H:9]2[CH2:14][CH2:13][CH2:12][C@@H:11]([NH:15][C:16]3[N:21]=[C:20]([C:22]4[C:30]5[C:25](=[CH:26][CH:27]=[CH:28][CH:29]=5)[N:24](S(C5C=CC=CC=5)(=O)=O)[CH:23]=4)[C:19]([C:40]#[N:41])=[CH:18][N:17]=3)[CH2:10]2)=[O:7])=[CH:4][CH:3]=1.[OH-].[Na+].Cl, predict the reaction product. The product is: [NH2:1][C:2]1[CH:43]=[CH:42][C:5]([C:6]([NH:8][C@H:9]2[CH2:14][CH2:13][CH2:12][C@@H:11]([NH:15][C:16]3[N:21]=[C:20]([C:22]4[C:30]5[C:25](=[CH:26][CH:27]=[CH:28][CH:29]=5)[NH:24][CH:23]=4)[C:19]([C:40]#[N:41])=[CH:18][N:17]=3)[CH2:10]2)=[O:7])=[CH:4][CH:3]=1. (5) Given the reactants Br[C:2]1[CH:7]=[CH:6][C:5]([C:8]2[N:9]=[CH:10][C:11]([NH2:14])=[N:12][CH:13]=2)=[C:4]([F:15])[CH:3]=1.[C:16]([C:18]1[CH:23]=[CH:22][CH:21]=[CH:20][C:19]=1B(O)O)#[N:17], predict the reaction product. The product is: [NH2:14][C:11]1[N:12]=[CH:13][C:8]([C:5]2[CH:6]=[CH:7][C:2]([C:19]3[C:18]([C:16]#[N:17])=[CH:23][CH:22]=[CH:21][CH:20]=3)=[CH:3][C:4]=2[F:15])=[N:9][CH:10]=1. (6) The product is: [NH2:28][C:27]1[C:29]([CH3:31])=[CH:30][C:24]([CH2:35][CH2:34][CH2:33][OH:36])=[CH:25][C:26]=1[CH3:32]. Given the reactants C1(C)C=CC=CC=1P(C1C=CC=CC=1C)C1C=CC=CC=1C.Br[C:24]1[CH:30]=[C:29]([CH3:31])[C:27]([NH2:28])=[C:26]([CH3:32])[CH:25]=1.[C:33](OC)(=[O:36])[CH:34]=[CH2:35].[H-].[Al+3].[Li+].[H-].[H-].[H-], predict the reaction product. (7) Given the reactants [N+:1]([C:4]1[C:13]2[C:8](=[CH:9][CH:10]=[CH:11][CH:12]=2)[C:7]([O:14][CH2:15][CH2:16][C:17]2[CH:22]=[CH:21][N:20]=[C:19]([NH:23][C:24](=[O:30])[O:25][C:26]([CH3:29])([CH3:28])[CH3:27])[CH:18]=2)=[CH:6][CH:5]=1)([O-])=O.CCO.C([O-])(O)=O.[Na+], predict the reaction product. The product is: [NH2:1][C:4]1[C:13]2[C:8](=[CH:9][CH:10]=[CH:11][CH:12]=2)[C:7]([O:14][CH2:15][CH2:16][C:17]2[CH:22]=[CH:21][N:20]=[C:19]([NH:23][C:24](=[O:30])[O:25][C:26]([CH3:28])([CH3:27])[CH3:29])[CH:18]=2)=[CH:6][CH:5]=1. (8) The product is: [Br:34][CH2:28][C:11]1[N:12]([C:18]2[CH:23]=[CH:22][CH:21]=[C:20]([C:24]([F:27])([F:26])[F:25])[CH:19]=2)[C:13]2[N:14]([N:15]=[N:16][N:17]=2)[CH:9]([C:6]2[CH:5]=[CH:4][C:3]([C:1]#[N:2])=[CH:8][CH:7]=2)[C:10]=1[C:29]([O:31][CH2:32][CH3:33])=[O:30]. Given the reactants [C:1]([C:3]1[CH:8]=[CH:7][C:6]([CH:9]2[N:14]3[N:15]=[N:16][N:17]=[C:13]3[N:12]([C:18]3[CH:23]=[CH:22][CH:21]=[C:20]([C:24]([F:27])([F:26])[F:25])[CH:19]=3)[C:11]([CH3:28])=[C:10]2[C:29]([O:31][CH2:32][CH3:33])=[O:30])=[CH:5][CH:4]=1)#[N:2].[Br:34]Br, predict the reaction product. (9) Given the reactants [C:1]([O:5][C:6]([N:8]1[CH2:13][CH2:12][CH2:11][CH2:10][C@H:9]1[C:14]([OH:16])=O)=[O:7])([CH3:4])([CH3:3])[CH3:2].[CH3:17][C@H:18]1[CH2:23][CH2:22][CH2:21][C@@H:20]([CH3:24])[N:19]1[CH2:25][CH2:26][NH2:27], predict the reaction product. The product is: [CH3:17][C@H:18]1[CH2:23][CH2:22][CH2:21][C@@H:20]([CH3:24])[N:19]1[CH2:25][CH2:26][NH:27][C:14]([C@@H:9]1[CH2:10][CH2:11][CH2:12][CH2:13][N:8]1[C:6]([O:5][C:1]([CH3:2])([CH3:3])[CH3:4])=[O:7])=[O:16]. (10) Given the reactants [F:1][C:2]1[C:3]([C:20]([F:23])([F:22])[F:21])=[C:4]([CH:17]=[CH:18][CH:19]=1)[CH2:5][N:6]1[CH2:11][CH2:10][NH:9][C:8]2[N:12]=[CH:13][C:14](I)=[CH:15][C:7]1=2.[CH3:24][N:25]1[CH2:30][CH2:29][N:28]([C:31]2[CH:36]=[CH:35][C:34](B3OC(C)(C)C(C)(C)O3)=[CH:33][N:32]=2)[CH2:27][CH2:26]1, predict the reaction product. The product is: [F:1][C:2]1[C:3]([C:20]([F:23])([F:22])[F:21])=[C:4]([CH:17]=[CH:18][CH:19]=1)[CH2:5][N:6]1[CH2:11][CH2:10][NH:9][C:8]2[N:12]=[CH:13][C:14]([C:34]3[CH:33]=[N:32][C:31]([N:28]4[CH2:27][CH2:26][N:25]([CH3:24])[CH2:30][CH2:29]4)=[CH:36][CH:35]=3)=[CH:15][C:7]1=2.